This data is from Forward reaction prediction with 1.9M reactions from USPTO patents (1976-2016). The task is: Predict the product of the given reaction. (1) The product is: [CH3:31][N:10]([CH3:9])[C:11](=[O:30])[CH2:12][C:13]1[CH:18]=[C:17]([C:1](=[O:3])[CH3:2])[CH:16]=[CH:15][C:14]=1[NH:19][C:20]1[C:21]([F:29])=[C:22]([F:28])[CH:23]=[C:24]([F:27])[C:25]=1[F:26]. Given the reactants [C:1](Cl)(=[O:3])[CH3:2].[Cl-].[Al+3].[Cl-].[Cl-].[CH3:9][N:10]([CH3:31])[C:11](=[O:30])[CH2:12][C:13]1[CH:18]=[CH:17][CH:16]=[CH:15][C:14]=1[NH:19][C:20]1[C:25]([F:26])=[C:24]([F:27])[CH:23]=[C:22]([F:28])[C:21]=1[F:29], predict the reaction product. (2) Given the reactants [CH3:1][S:2]([C:5]1[CH:31]=[CH:30][C:8]([O:9][C:10]2[CH:11]=[C:12]3[C:16](=[C:17]([O:19][CH2:20][CH:21]4[CH2:26][CH2:25][O:24][CH2:23][CH2:22]4)[CH:18]=2)[NH:15][C:14]([C:27]([NH2:29])=O)=[CH:13]3)=[CH:7][CH:6]=1)(=[O:4])=[O:3].N1C(Cl)=NC(Cl)=NC=1Cl.O.C(OCC)(=O)C, predict the reaction product. The product is: [CH3:1][S:2]([C:5]1[CH:6]=[CH:7][C:8]([O:9][C:10]2[CH:11]=[C:12]3[C:16](=[C:17]([O:19][CH2:20][CH:21]4[CH2:22][CH2:23][O:24][CH2:25][CH2:26]4)[CH:18]=2)[NH:15][C:14]([C:27]#[N:29])=[CH:13]3)=[CH:30][CH:31]=1)(=[O:3])=[O:4]. (3) Given the reactants N[C@H](C(O)=O)C.C(O)=O.C(N(CC)CC)C.[CH2:17]([N:24]=[C:25]1[C:34]2[C:29](=[CH:30][CH:31]=[CH:32][CH:33]=2)[CH2:28][CH2:27][CH:26]1[CH3:35])[C:18]1[CH:23]=[CH:22][CH:21]=[CH:20][CH:19]=1, predict the reaction product. The product is: [CH2:17]([NH:24][C@@H:25]1[C:34]2[C:29](=[CH:30][CH:31]=[CH:32][CH:33]=2)[CH2:28][CH2:27][C@@H:26]1[CH3:35])[C:18]1[CH:19]=[CH:20][CH:21]=[CH:22][CH:23]=1. (4) Given the reactants [Br:1][C:2]1[CH:3]=[C:4]([NH:8][C:9]2[CH:17]=[C:16]([O:18][CH3:19])[CH:15]=[CH:14][C:10]=2[C:11](O)=O)[CH:5]=[CH:6][CH:7]=1.P(Cl)(Cl)([Cl:22])=O, predict the reaction product. The product is: [Br:1][C:2]1[C:3]2[C:4](=[N:8][C:9]3[C:10]([C:11]=2[Cl:22])=[CH:14][CH:15]=[C:16]([O:18][CH3:19])[CH:17]=3)[CH:5]=[CH:6][CH:7]=1. (5) Given the reactants CC1N(CC(OCC)=O)C2C(C=1/C=N/N[C:14]([C:16]1[O:20][C:19]3[CH:21]=[CH:22][C:23]4[C:28]([C:18]=3[CH:17]=1)=[CH:27][CH:26]=[CH:25][CH:24]=4)=[O:15])=CC=CC=2.[OH:35]C1C=CC2C(=CC=CC=2)C=1C=O.BrCC(OCC)=O, predict the reaction product. The product is: [CH:17]1[C:18]2[C:28]3[C:23](=[CH:24][CH:25]=[CH:26][CH:27]=3)[CH:22]=[CH:21][C:19]=2[O:20][C:16]=1[C:14]([OH:15])=[O:35]. (6) Given the reactants [Br:1][C:2]1[C:3]([C:7]([F:10])([F:9])[F:8])=[N:4][NH:5][CH:6]=1.C([O-])([O-])=O.[K+].[K+].CN(C=O)C.[CH3:22][C:23]1([CH3:26])[CH2:25][O:24]1, predict the reaction product. The product is: [Br:1][C:2]1[C:3]([C:7]([F:10])([F:9])[F:8])=[N:4][N:5]([CH2:22][C:23]([CH3:26])([OH:24])[CH3:25])[CH:6]=1. (7) Given the reactants [N:1]1[CH:2]=[CH:3][N:4]2[CH:9]=[CH:8][C:7]([CH2:10][NH:11][C:12]([C:14]3[S:18][C:17]([CH:19]4[CH2:23][CH2:22][NH:21][CH2:20]4)=[N:16][CH:15]=3)=[O:13])=[CH:6][C:5]=12.C(N(CC)CC)C.[CH3:31][CH:32]([CH3:38])[CH2:33][S:34](Cl)(=[O:36])=[O:35], predict the reaction product. The product is: [N:1]1[CH:2]=[CH:3][N:4]2[CH:9]=[CH:8][C:7]([CH2:10][NH:11][C:12]([C:14]3[S:18][C:17]([CH:19]4[CH2:23][CH2:22][N:21]([S:34]([CH2:33][CH:32]([CH3:38])[CH3:31])(=[O:36])=[O:35])[CH2:20]4)=[N:16][CH:15]=3)=[O:13])=[CH:6][C:5]=12.